From a dataset of Reaction yield outcomes from USPTO patents with 853,638 reactions. Predict the reaction yield, written as a fraction of the theoretical maximum amount of product (1.0 means a 100% yield; for example, 0.34 means a 34% yield). (1) The yield is 0.130. The product is [CH3:32][NH:31][C:29]([NH:28][C:25]1[CH:26]=[CH:27][C:22]([C:10]2[N:11]=[C:12]([N:14]3[CH2:20][CH:19]4[O:21][CH:16]([CH2:17][CH2:18]4)[CH2:15]3)[N:13]=[C:8]([C:5]3[CH:4]=[CH:3][C:2]([NH:1][C:43]([NH:42][C:38]4[CH:37]=[C:36]([CH:41]=[CH:40][CH:39]=4)[C:33]([NH2:34])=[O:35])=[O:44])=[CH:7][CH:6]=3)[N:9]=2)=[CH:23][CH:24]=1)=[O:30]. The reactants are [NH2:1][C:2]1[CH:7]=[CH:6][C:5]([C:8]2[N:13]=[C:12]([N:14]3[CH2:20][CH:19]4[O:21][CH:16]([CH2:17][CH2:18]4)[CH2:15]3)[N:11]=[C:10]([C:22]3[CH:27]=[CH:26][C:25]([NH:28][C:29]([NH:31][CH3:32])=[O:30])=[CH:24][CH:23]=3)[N:9]=2)=[CH:4][CH:3]=1.[C:33]([C:36]1[CH:37]=[C:38]([NH:42][C:43](=O)[O:44]C2C=CC=CC=2)[CH:39]=[CH:40][CH:41]=1)(=[O:35])[NH2:34]. No catalyst specified. (2) The reactants are [CH2:1]([NH2:8])[C:2]1[CH:7]=[CH:6][CH:5]=[CH:4][CH:3]=1.[CH:9]12[CH2:14][CH:13]1[C:12](=[O:15])N[C:10]2=[O:16]. No catalyst specified. The product is [CH2:1]([N:8]1[C:12](=[O:15])[CH:13]2[CH:9]([CH2:14]2)[C:10]1=[O:16])[C:2]1[CH:7]=[CH:6][CH:5]=[CH:4][CH:3]=1. The yield is 0.830. (3) The yield is 0.620. No catalyst specified. The reactants are [CH3:1][C:2]1[CH:11]=[CH:10][C:9]2[C:4](=[CH:5][CH:6]=[CH:7][C:8]=2[N:12]2[CH2:17][CH2:16][N:15]([CH2:18][CH2:19][C:20]3[CH:21]=[C:22]([CH:24]=[CH:25][CH:26]=3)[NH2:23])[CH2:14][CH2:13]2)[N:3]=1.[CH3:27][O:28][CH2:29][C:30](Cl)=[O:31]. The product is [CH3:27][O:28][CH2:29][C:30]([NH:23][C:22]1[CH:24]=[CH:25][CH:26]=[C:20]([CH2:19][CH2:18][N:15]2[CH2:14][CH2:13][N:12]([C:8]3[CH:7]=[CH:6][CH:5]=[C:4]4[C:9]=3[CH:10]=[CH:11][C:2]([CH3:1])=[N:3]4)[CH2:17][CH2:16]2)[CH:21]=1)=[O:31].